This data is from Forward reaction prediction with 1.9M reactions from USPTO patents (1976-2016). The task is: Predict the product of the given reaction. (1) Given the reactants [OH:1][C:2]1[CH:7]=[CH:6][CH:5]=[CH:4][C:3]=1[C:8]1[CH:13]=[CH:12][CH:11]=[CH:10][C:9]=1[OH:14].CN(C=[O:19])C.C(N(CC)CC)C.[C:27](Cl)(=[O:30])[CH:28]=[CH2:29], predict the reaction product. The product is: [C:9]([OH:14])(=[O:19])[CH:10]=[CH2:11].[C:27]([OH:30])(=[O:1])[CH:28]=[CH2:29].[CH:13]1[CH:12]=[CH:11][CH:10]=[CH:9][C:8]=1[C:3]1[CH:2]=[CH:7][CH:6]=[CH:5][CH:4]=1. (2) Given the reactants [Br:1][C:2]1[C:8]([O:9][CH2:10][CH:11]2[CH2:14][CH2:13][CH2:12]2)=[CH:7][C:5]([NH2:6])=[C:4]([N+:15]([O-])=O)[CH:3]=1.CCOC(C)=O.CO.[NH4+].[Cl-], predict the reaction product. The product is: [Br:1][C:2]1[CH:3]=[C:4]([NH2:15])[C:5]([NH2:6])=[CH:7][C:8]=1[O:9][CH2:10][CH:11]1[CH2:14][CH2:13][CH2:12]1. (3) Given the reactants [C:1]([O:5][C:6]([N:8]1[CH2:13][CH2:12][NH:11][CH2:10][CH2:9]1)=[O:7])([CH3:4])([CH3:3])[CH3:2].[CH2:14]([O:16][C:17](=[O:27])[C:18]1[CH:23]=[CH:22][C:21]([CH2:24]Br)=[C:20]([Br:26])[CH:19]=1)[CH3:15].O, predict the reaction product. The product is: [C:1]([O:5][C:6]([N:8]1[CH2:13][CH2:12][N:11]([CH2:24][C:21]2[CH:22]=[CH:23][C:18]([C:17]([O:16][CH2:14][CH3:15])=[O:27])=[CH:19][C:20]=2[Br:26])[CH2:10][CH2:9]1)=[O:7])([CH3:4])([CH3:2])[CH3:3]. (4) Given the reactants [CH3:1][C:2]1([CH3:19])[O:7][CH2:6][N:5]([CH2:8][C:9]2[CH:14]=[CH:13][CH:12]=[CH:11][C:10]=2[N+:15]([O-])=O)[C:4](=[O:18])[CH2:3]1.[Cl-].[NH4+], predict the reaction product. The product is: [CH3:1][C:2]1([CH3:19])[O:7][CH2:6][N:5]([CH2:8][C:9]2[CH:14]=[CH:13][CH:12]=[CH:11][C:10]=2[NH2:15])[C:4](=[O:18])[CH2:3]1. (5) The product is: [CH2:15]([O:14][C:12]([NH:11][C:10]1[CH:25]=[CH:26][N:6]([CH2:5][C:4]([OH:27])=[O:3])[C:7](=[O:8])[N:9]=1)=[O:13])[C:16]1[CH:24]=[CH:23][C:22]2[O:21][CH2:20][O:19][C:18]=2[CH:17]=1. Given the reactants C([O:3][C:4](=[O:27])[CH2:5][N:6]1[CH:26]=[CH:25][C:10]([NH:11][C:12]([O:14][CH2:15][C:16]2[CH:24]=[CH:23][C:22]3[O:21][CH2:20][O:19][C:18]=3[CH:17]=2)=[O:13])=[N:9][C:7]1=[O:8])C.O.[OH-].[Li+].Cl, predict the reaction product. (6) Given the reactants [C:1]([CH:3]([C:34]1[C:39]([Cl:40])=[CH:38][CH:37]=[CH:36][C:35]=1[Cl:41])[C:4]1[N:9]=[N:8][C:7]([S:10][C:11]2[CH:33]=[CH:32][CH:31]=[CH:30][C:12]=2[CH2:13][NH:14][C:15](=[O:29])[C:16]2[CH:21]=[C:20]([N:22]3[CH2:27][CH2:26][O:25][CH2:24][CH2:23]3)[CH:19]=[C:18]([F:28])[CH:17]=2)=[CH:6][CH:5]=1)#[N:2].S(=O)(=O)(O)[OH:43], predict the reaction product. The product is: [NH2:2][C:1](=[O:43])[CH:3]([C:4]1[N:9]=[N:8][C:7]([S:10][C:11]2[CH:33]=[CH:32][CH:31]=[CH:30][C:12]=2[CH2:13][NH:14][C:15](=[O:29])[C:16]2[CH:21]=[C:20]([N:22]3[CH2:27][CH2:26][O:25][CH2:24][CH2:23]3)[CH:19]=[C:18]([F:28])[CH:17]=2)=[CH:6][CH:5]=1)[C:34]1[C:35]([Cl:41])=[CH:36][CH:37]=[CH:38][C:39]=1[Cl:40]. (7) Given the reactants Br[C:2]1[N:7]=[C:6]([CH2:8][O:9]/[N:10]=[C:11](/[C:19]2[CH:24]=[CH:23][CH:22]=[CH:21][CH:20]=2)\[C:12]2[N:13]([CH3:18])[O:14][C:15](=[O:17])[N:16]=2)[CH:5]=[CH:4][CH:3]=1.[C:25]1([C:31]#[CH:32])[CH:30]=[CH:29][CH:28]=[CH:27][CH:26]=1, predict the reaction product. The product is: [CH3:18][N:13]1[C:12](/[C:11](/[C:19]2[CH:24]=[CH:23][CH:22]=[CH:21][CH:20]=2)=[N:10]\[O:9][CH2:8][C:6]2[CH:5]=[CH:4][CH:3]=[C:2]([C:32]#[C:31][C:25]3[CH:30]=[CH:29][CH:28]=[CH:27][CH:26]=3)[N:7]=2)=[N:16][C:15](=[O:17])[O:14]1. (8) Given the reactants [Br:1][C:2]1[C:3]([F:13])=[C:4]2[C:9](=[CH:10][CH:11]=1)[N:8]=[C:7](Cl)[N:6]=[CH:5]2.[O:14]1[CH2:19][CH2:18][N:17]([C:20]2[CH:26]=[CH:25][C:23]([NH2:24])=[CH:22][CH:21]=2)[CH2:16][CH2:15]1, predict the reaction product. The product is: [Br:1][C:2]1[C:3]([F:13])=[C:4]2[C:9](=[CH:10][CH:11]=1)[N:8]=[C:7]([NH:24][C:23]1[CH:22]=[CH:21][C:20]([N:17]3[CH2:18][CH2:19][O:14][CH2:15][CH2:16]3)=[CH:26][CH:25]=1)[N:6]=[CH:5]2. (9) Given the reactants [C:1]([CH2:3][CH2:4][C:5]([C:17]1[CH:22]=[CH:21][CH:20]=[CH:19][CH:18]=1)([C:11]1[CH:16]=[CH:15][CH:14]=[CH:13][CH:12]=1)[C:6](OCC)=[O:7])#[N:2].N, predict the reaction product. The product is: [C:11]1([C:5]2([C:17]3[CH:22]=[CH:21][CH:20]=[CH:19][CH:18]=3)[CH2:4][CH2:3][CH2:1][NH:2][C:6]2=[O:7])[CH:16]=[CH:15][CH:14]=[CH:13][CH:12]=1.